From a dataset of Forward reaction prediction with 1.9M reactions from USPTO patents (1976-2016). Predict the product of the given reaction. Given the reactants [CH2:1]([NH:8][C:9]1[C:14]([C:15]([N:17]2[C:25]3[C:20](=[CH:21][C:22]([Cl:26])=[CH:23][CH:24]=3)[CH2:19][CH2:18]2)=[O:16])=[CH:13][CH:12]=[CH:11][N:10]=1)[C:2]1C=CC=[CH:4][CH:3]=1.C(N)C1C=CC=CC=1.C1(CN)CC1, predict the reaction product. The product is: [Cl:26][C:22]1[CH:21]=[C:20]2[C:25](=[CH:24][CH:23]=1)[N:17]([C:15]([C:14]1[C:9]([NH:8][CH2:1][CH:2]3[CH2:3][CH2:4]3)=[N:10][CH:11]=[CH:12][CH:13]=1)=[O:16])[CH2:18][CH2:19]2.